From a dataset of Reaction yield outcomes from USPTO patents with 853,638 reactions. Predict the reaction yield, written as a fraction of the theoretical maximum amount of product (1.0 means a 100% yield; for example, 0.34 means a 34% yield). (1) The reactants are C(OC([N:8]1[C:16]2[C:11](=[CH:12][C:13]([N:17](C(OC(C)(C)C)=O)[C:18]3[CH:23]=[CH:22][N:21]=[C:20]([C:24]4[CH:29]=[CH:28][CH:27]=[C:26]([CH2:30][CH2:31][C:32]([NH:34][CH:35]5[CH2:37][CH2:36]5)=[O:33])[CH:25]=4)[N:19]=3)=[CH:14][CH:15]=2)[CH:10]=[N:9]1)=O)(C)(C)C.Cl. The catalyst is C(OCC)C. The product is [NH:8]1[C:16]2[C:11](=[CH:12][C:13]([NH:17][C:18]3[CH:23]=[CH:22][N:21]=[C:20]([C:24]4[CH:25]=[C:26]([CH2:30][CH2:31][C:32]([NH:34][CH:35]5[CH2:37][CH2:36]5)=[O:33])[CH:27]=[CH:28][CH:29]=4)[N:19]=3)=[CH:14][CH:15]=2)[CH:10]=[N:9]1. The yield is 0.340. (2) The reactants are [Cl:1][C:2]1[CH:7]=[CH:6][N:5]=[C:4]([NH2:8])[C:3]=1I.CO[C:12]1[CH:13]=[CH:14][CH:15]=[C:16](OC)[C:17]=1[C:18]1C=CC=CC=1P(C1CCCCC1)C1CCCCC1.C([O-])([O-])=[O:40].[K+].[K+]. The product is [Cl:1][C:2]1[CH:7]=[CH:6][N:5]=[C:4]2[C:3]=1[C:16]1[CH2:15][CH2:14][CH2:13][CH2:12][C:17]=1[C:18](=[O:40])[NH:8]2. The yield is 0.460. The catalyst is O1CCOCC1.O.CC([O-])=O.CC([O-])=O.[Pd+2]. (3) The reactants are Br[C:2]1[CH:14]=[CH:13][C:5]2[NH:6][C:7](=[O:12])[O:8][C:9]([CH3:11])([CH3:10])[C:4]=2[CH:3]=1.[Li]CCCC.CCCCCC.[B:26](OC(C)C)([O:31]C(C)C)[O:27]C(C)C. The catalyst is C1COCC1. The product is [CH3:10][C:9]1([CH3:11])[C:4]2[CH:3]=[C:2]([B:26]([OH:31])[OH:27])[CH:14]=[CH:13][C:5]=2[NH:6][C:7](=[O:12])[O:8]1. The yield is 0.810. (4) The reactants are Cl[C:2]([O:4][C:5]1[CH:10]=[CH:9][CH:8]=[CH:7][CH:6]=1)=[O:3].C(N(CC)CC)C.[CH2:18]([NH2:23])[CH2:19][CH:20]([CH3:22])[CH3:21]. The catalyst is O1CCCC1. The product is [CH3:21][CH:20]([CH3:22])[CH2:19][CH2:18][NH:23][C:2](=[O:3])[O:4][C:5]1[CH:10]=[CH:9][CH:8]=[CH:7][CH:6]=1. The yield is 0.580. (5) The reactants are [OH:1][C:2]1[CH:11]=[CH:10][C:5]2[C:6](=[O:9])[CH2:7][O:8][C:4]=2[C:3]=1[CH2:12][N:13]1[CH2:18][CH2:17][N:16]([C:19]([O:21][C:22]([CH3:25])([CH3:24])[CH3:23])=[O:20])[CH2:15][CH2:14]1.[Br:26][C:27]1[CH:28]=[C:29]2[C:35]([CH:36]=O)=[CH:34][NH:33][C:30]2=[N:31][CH:32]=1. The catalyst is CO.N1CCCCC1. The product is [Br:26][C:27]1[CH:28]=[C:29]2[C:35](/[CH:36]=[C:7]3\[O:8][C:4]4[C:3]([CH2:12][N:13]5[CH2:14][CH2:15][N:16]([C:19]([O:21][C:22]([CH3:25])([CH3:24])[CH3:23])=[O:20])[CH2:17][CH2:18]5)=[C:2]([OH:1])[CH:11]=[CH:10][C:5]=4[C:6]\3=[O:9])=[CH:34][NH:33][C:30]2=[N:31][CH:32]=1. The yield is 0.560. (6) The reactants are [NH2:1][C:2]1[CH:7]=[CH:6][CH:5]=[C:4]([C:8]([CH:10]2[CH2:15][CH2:14][N:13]([CH3:16])[CH2:12][CH2:11]2)=[O:9])[N:3]=1.[Br:17][C:18]1[CH:22]=[CH:21][S:20][C:19]=1[C:23]([Cl:25])=[O:24]. The catalyst is O1CCOCC1. The product is [ClH:25].[Br:17][C:18]1[CH:22]=[CH:21][S:20][C:19]=1[C:23]([NH:1][C:2]1[CH:7]=[CH:6][CH:5]=[C:4]([C:8]([CH:10]2[CH2:15][CH2:14][N:13]([CH3:16])[CH2:12][CH2:11]2)=[O:9])[N:3]=1)=[O:24]. The yield is 0.780. (7) The reactants are [CH3:1][C:2]1[CH:7]=[CH:6][C:5]([S:8]([O:11][CH2:12][C@@H:13]([OH:29])[C@H:14]([O:21][Si:22]([C:25]([CH3:28])([CH3:27])[CH3:26])([CH3:24])[CH3:23])[C@@H:15]([CH3:20])[CH2:16][N:17]=[N+:18]=[N-:19])(=[O:10])=[O:9])=[CH:4][CH:3]=1.N1C(C)=CC=CC=1C.[Si:38](OS(C(F)(F)F)(=O)=O)([C:41]([CH3:44])([CH3:43])[CH3:42])([CH3:40])[CH3:39]. The catalyst is CCOC(C)=O. The product is [CH3:1][C:2]1[CH:7]=[CH:6][C:5]([S:8]([O:11][CH2:12][C@@H:13]([O:29][Si:38]([C:41]([CH3:44])([CH3:43])[CH3:42])([CH3:40])[CH3:39])[C@H:14]([O:21][Si:22]([C:25]([CH3:28])([CH3:27])[CH3:26])([CH3:23])[CH3:24])[C@@H:15]([CH3:20])[CH2:16][N:17]=[N+:18]=[N-:19])(=[O:9])=[O:10])=[CH:4][CH:3]=1. The yield is 0.750.